Dataset: Forward reaction prediction with 1.9M reactions from USPTO patents (1976-2016). Task: Predict the product of the given reaction. (1) Given the reactants Cl.CO[C:4]([C@@H:6]1[C@H:10]([O:11]C(=O)C2C=CC([N+]([O-])=O)=CC=2)[CH2:9][CH2:8][NH:7]1)=[O:5].[CH3:23][O:24][C:25]1[CH:33]=[CH:32][C:28]([C:29]([OH:31])=O)=[CH:27][C:26]=1[S:34][C:35]([F:38])([F:37])[F:36].CN(C([O:46][N:47]1N=NC2C=CC=NC1=2)=[N+](C)C)C.F[P-](F)(F)(F)(F)F.CCN(C(C)C)C(C)C, predict the reaction product. The product is: [OH:11][C@@H:10]1[CH2:9][CH2:8][N:7]([C:29](=[O:31])[C:28]2[CH:32]=[CH:33][C:25]([O:24][CH3:23])=[C:26]([S:34][C:35]([F:38])([F:37])[F:36])[CH:27]=2)[C@@H:6]1[C:4]([NH:47][OH:46])=[O:5]. (2) Given the reactants C([O:3][C:4](=[O:28])[C:5]([C:8]1[CH:13]=[CH:12][CH:11]=[C:10]([C:14]#[C:15][C:16]2[CH:21]=[CH:20][C:19]([CH2:22][C:23]([O:25][CH3:26])=[O:24])=[C:18]([F:27])[CH:17]=2)[CH:9]=1)([CH3:7])[CH3:6])C.[OH-].[Li+], predict the reaction product. The product is: [F:27][C:18]1[CH:17]=[C:16]([C:15]#[C:14][C:10]2[CH:9]=[C:8]([C:5]([CH3:7])([CH3:6])[C:4]([OH:28])=[O:3])[CH:13]=[CH:12][CH:11]=2)[CH:21]=[CH:20][C:19]=1[CH2:22][C:23]([O:25][CH3:26])=[O:24].